This data is from Reaction yield outcomes from USPTO patents with 853,638 reactions. The task is: Predict the reaction yield, written as a fraction of the theoretical maximum amount of product (1.0 means a 100% yield; for example, 0.34 means a 34% yield). The reactants are [N:1]([O-])=O.[Na+].[CH3:5][O:6][C:7](=[O:15])[C:8]1[CH:13]=[CH:12][C:11]([NH2:14])=[CH:10][CH:9]=1.Cl.[CH3:17][O:18][C:19](=[O:26])[CH2:20][C:21]1[N:22]=[CH:23][NH:24][CH:25]=1. The catalyst is Cl.B([O-])([O-])[O-].B([O-])([O-])[O-].B([O-])([O-])[O-].B([O-])([O-])[O-].[Na+].[Na+].[Na+].[Na+].[Na+].[Na+].[Na+].[Na+].[Na+].[Na+].[Na+].[Na+]. The product is [CH3:5][O:6][C:7](=[O:15])[C:8]1[CH:13]=[CH:12][C:11]([N:14]=[N:1][C:23]2[NH:24][CH:25]=[C:21]([CH2:20][C:19]([O:18][CH3:17])=[O:26])[N:22]=2)=[CH:10][CH:9]=1. The yield is 1.00.